From a dataset of Forward reaction prediction with 1.9M reactions from USPTO patents (1976-2016). Predict the product of the given reaction. Given the reactants [Cl:1][C:2]1[CH:7]=[CH:6][C:5](/[CH:8]=[CH:9]/[C:10](OCC)=[O:11])=[CH:4][C:3]=1[F:15].[H-].C([Al+]CC(C)C)C(C)C, predict the reaction product. The product is: [Cl:1][C:2]1[CH:7]=[CH:6][C:5](/[CH:8]=[CH:9]/[CH2:10][OH:11])=[CH:4][C:3]=1[F:15].